Dataset: NCI-60 drug combinations with 297,098 pairs across 59 cell lines. Task: Regression. Given two drug SMILES strings and cell line genomic features, predict the synergy score measuring deviation from expected non-interaction effect. (1) Synergy scores: CSS=66.2, Synergy_ZIP=0.659, Synergy_Bliss=2.01, Synergy_Loewe=-24.8, Synergy_HSA=2.67. Cell line: HCT116. Drug 2: CN(C(=O)NC(C=O)C(C(C(CO)O)O)O)N=O. Drug 1: CCCCC(=O)OCC(=O)C1(CC(C2=C(C1)C(=C3C(=C2O)C(=O)C4=C(C3=O)C=CC=C4OC)O)OC5CC(C(C(O5)C)O)NC(=O)C(F)(F)F)O. (2) Drug 1: CC1=C(C=C(C=C1)C(=O)NC2=CC(=CC(=C2)C(F)(F)F)N3C=C(N=C3)C)NC4=NC=CC(=N4)C5=CN=CC=C5. Drug 2: CC1CCCC2(C(O2)CC(NC(=O)CC(C(C(=O)C(C1O)C)(C)C)O)C(=CC3=CSC(=N3)C)C)C. Cell line: A498. Synergy scores: CSS=37.9, Synergy_ZIP=6.00, Synergy_Bliss=5.74, Synergy_Loewe=-16.2, Synergy_HSA=5.13. (3) Drug 1: C1CCN(CC1)CCOC2=CC=C(C=C2)C(=O)C3=C(SC4=C3C=CC(=C4)O)C5=CC=C(C=C5)O. Drug 2: CC1CCC2CC(C(=CC=CC=CC(CC(C(=O)C(C(C(=CC(C(=O)CC(OC(=O)C3CCCCN3C(=O)C(=O)C1(O2)O)C(C)CC4CCC(C(C4)OC)O)C)C)O)OC)C)C)C)OC. Cell line: NCI-H226. Synergy scores: CSS=14.4, Synergy_ZIP=-1.11, Synergy_Bliss=4.04, Synergy_Loewe=-14.4, Synergy_HSA=-1.21. (4) Drug 1: C1=NNC2=C1C(=O)NC=N2. Drug 2: C1CC(=O)NC(=O)C1N2C(=O)C3=CC=CC=C3C2=O. Cell line: NCI-H460. Synergy scores: CSS=-2.62, Synergy_ZIP=0.0489, Synergy_Bliss=-1.33, Synergy_Loewe=-1.23, Synergy_HSA=-5.20. (5) Drug 1: CC1=C(C=C(C=C1)NC2=NC=CC(=N2)N(C)C3=CC4=NN(C(=C4C=C3)C)C)S(=O)(=O)N.Cl. Drug 2: C(=O)(N)NO. Cell line: NCIH23. Synergy scores: CSS=1.66, Synergy_ZIP=-1.49, Synergy_Bliss=-0.651, Synergy_Loewe=0.417, Synergy_HSA=-0.351. (6) Drug 1: CC1CCC2CC(C(=CC=CC=CC(CC(C(=O)C(C(C(=CC(C(=O)CC(OC(=O)C3CCCCN3C(=O)C(=O)C1(O2)O)C(C)CC4CCC(C(C4)OC)OCCO)C)C)O)OC)C)C)C)OC. Drug 2: CCCCC(=O)OCC(=O)C1(CC(C2=C(C1)C(=C3C(=C2O)C(=O)C4=C(C3=O)C=CC=C4OC)O)OC5CC(C(C(O5)C)O)NC(=O)C(F)(F)F)O. Cell line: LOX IMVI. Synergy scores: CSS=58.1, Synergy_ZIP=7.34, Synergy_Bliss=8.26, Synergy_Loewe=5.88, Synergy_HSA=6.88. (7) Drug 1: CC1=CC=C(C=C1)C2=CC(=NN2C3=CC=C(C=C3)S(=O)(=O)N)C(F)(F)F. Drug 2: CCC1=C2CN3C(=CC4=C(C3=O)COC(=O)C4(CC)O)C2=NC5=C1C=C(C=C5)O. Cell line: OVCAR3. Synergy scores: CSS=12.0, Synergy_ZIP=0.240, Synergy_Bliss=6.27, Synergy_Loewe=-11.7, Synergy_HSA=2.22.